The task is: Predict the product of the given reaction.. This data is from Forward reaction prediction with 1.9M reactions from USPTO patents (1976-2016). (1) Given the reactants Cl[CH2:2][CH2:3][CH2:4][N:5]1[CH2:10][CH2:9][O:8][CH2:7][CH2:6]1.C([O-])([O-])=O.[Cs+].[Cs+].[CH3:17][C:18]1([CH3:30])[C:22]([CH3:24])([CH3:23])[O:21][B:20]([C:25]2[CH:26]=[N:27][NH:28][CH:29]=2)[O:19]1, predict the reaction product. The product is: [CH3:17][C:18]1([CH3:30])[C:22]([CH3:23])([CH3:24])[O:21][B:20]([C:25]2[CH:29]=[N:28][N:27]([CH2:2][CH2:3][CH2:4][N:5]3[CH2:10][CH2:9][O:8][CH2:7][CH2:6]3)[CH:26]=2)[O:19]1. (2) Given the reactants [CH3:1][C:2]1[CH:24]=[CH:23][C:22]([N+:25]([O-])=O)=[CH:21][C:3]=1[NH:4][C:5]1[CH:10]=[C:9]([C:11]([F:14])([F:13])[F:12])[N:8]=[C:7]([C:15]2[CH:16]=[N:17][CH:18]=[CH:19][CH:20]=2)[N:6]=1.[Sn](Cl)(Cl)(Cl)[Cl:29].[OH-].[Na+], predict the reaction product. The product is: [ClH:29].[NH2:25][C:22]1[CH:23]=[CH:24][C:2]([CH3:1])=[C:3]([CH:21]=1)[NH:4][C:5]1[CH:10]=[C:9]([C:11]([F:13])([F:14])[F:12])[N:8]=[C:7]([C:15]2[CH:16]=[N:17][CH:18]=[CH:19][CH:20]=2)[N:6]=1. (3) Given the reactants [Cl:1][C:2]1[CH:3]=[C:4]([C:9](=O)[CH3:10])[CH:5]=[CH:6][C:7]=1[F:8].[C:12](OC(N(C)C)N(C)C)(C)(C)C.[CH3:24][O:25][C:26]1[CH:27]=[C:28]([NH:38][C:39]2[NH:43][C:42]([NH2:44])=[N:41][N:40]=2)[CH:29]=[CH:30][C:31]=1[N:32]1[CH:36]=[C:35]([CH3:37])[N:34]=[CH:33]1, predict the reaction product. The product is: [ClH:1].[Cl:1][C:2]1[CH:3]=[C:4]([C:9]2[N:41]3[N:40]=[C:39]([NH:38][C:28]4[CH:29]=[CH:30][C:31]([N:32]5[CH:36]=[C:35]([CH3:37])[N:34]=[CH:33]5)=[C:26]([O:25][CH3:24])[CH:27]=4)[N:43]=[C:42]3[N:44]=[CH:12][CH:10]=2)[CH:5]=[CH:6][C:7]=1[F:8]. (4) Given the reactants [C:1]([NH:4][C:5]1[CH:10]=[CH:9][C:8]([CH2:11][CH2:12][CH:13]=O)=[CH:7][CH:6]=1)(=[O:3])[CH3:2].[N:15]1C=CC=CC=1.B.Cl.[CH3:23][OH:24], predict the reaction product. The product is: [CH3:23][O:24][NH:15][CH2:13][CH2:12][CH2:11][C:8]1[CH:9]=[CH:10][C:5]([NH:4][C:1](=[O:3])[CH3:2])=[CH:6][CH:7]=1.